From a dataset of Peptide-MHC class II binding affinity with 134,281 pairs from IEDB. Regression. Given a peptide amino acid sequence and an MHC pseudo amino acid sequence, predict their binding affinity value. This is MHC class II binding data. (1) The peptide sequence is IHKASTVLAFPAGVC. The MHC is HLA-DQA10401-DQB10402 with pseudo-sequence HLA-DQA10401-DQB10402. The binding affinity (normalized) is 0.253. (2) The peptide sequence is APQIPPNWHIPSIQDAATPYHPPATPNNMGL. The MHC is DRB3_0101 with pseudo-sequence DRB3_0101. The binding affinity (normalized) is 0.213.